Task: Predict which catalyst facilitates the given reaction.. Dataset: Catalyst prediction with 721,799 reactions and 888 catalyst types from USPTO Reactant: [N:1]1([C:8]2[N:12]3[CH:13]=[C:14]([O:17][C@H:18]4[C:27]5[C:22](=[CH:23][CH:24]=[CH:25][CH:26]=5)[C@@H:21]([NH2:28])[CH2:20][CH2:19]4)[CH:15]=[CH:16][C:11]3=[N:10][N:9]=2)[CH2:7][CH2:6][CH2:5][CH2:4][CH2:3][CH2:2]1.ClC(Cl)(Cl)C[O:32][C:33](=O)[NH:34][C:35]1[N:36]([C:44]2[CH:49]=[CH:48][C:47]([CH3:50])=[CH:46][CH:45]=2)[N:37]=[C:38]([C:40]([CH3:43])([CH3:42])[CH3:41])[CH:39]=1.CCN(C(C)C)C(C)C. Product: [N:1]1([C:8]2[N:12]3[CH:13]=[C:14]([O:17][C@H:18]4[C:27]5[C:22](=[CH:23][CH:24]=[CH:25][CH:26]=5)[C@@H:21]([NH:28][C:33]([NH:34][C:35]5[N:36]([C:44]6[CH:49]=[CH:48][C:47]([CH3:50])=[CH:46][CH:45]=6)[N:37]=[C:38]([C:40]([CH3:43])([CH3:42])[CH3:41])[CH:39]=5)=[O:32])[CH2:20][CH2:19]4)[CH:15]=[CH:16][C:11]3=[N:10][N:9]=2)[CH2:2][CH2:3][CH2:4][CH2:5][CH2:6][CH2:7]1. The catalyst class is: 12.